From a dataset of Experimentally validated miRNA-target interactions with 360,000+ pairs, plus equal number of negative samples. Binary Classification. Given a miRNA mature sequence and a target amino acid sequence, predict their likelihood of interaction. (1) The miRNA is hsa-miR-26a-5p with sequence UUCAAGUAAUCCAGGAUAGGCU. The protein sequence of the target gene is MAAAAEGVLATRSDEPARDDAAVETAEEAKEPAEADITELCRDMFSKMATYLTGELTATSEDYKLLENMNKLTSLKYLEMKDIAINISRNLKDLNQKYAGLQPYLDQINVIEEQVAALEQAAYKLDAYSKKLEAKYKKLEKR. Result: 1 (interaction). (2) The miRNA is hsa-miR-34b-3p with sequence CAAUCACUAACUCCACUGCCAU. The protein sequence of the target gene is MRSPRTRGRSGRPLSLLLALLCALRAKVCGASGQFELEILSMQNVNGELQNGNCCGGARNPGDRKCTRDECDTYFKVCLKEYQSRVTAGGPCSFGSGSTPVIGGNTFNLKASRGNDRNRIVLPFSFAWPRSYTLLVEAWDSSNDTVQPDSIIEKASHSGMINPSRQWQTLKQNTGVAHFEYQIRVTCDDYYYGFGCNKFCRPRDDFFGHYACDQNGNKTCMEGWMGPECNRAICRQGCSPKHGSCKLPGDCRCQYGWQGLYCDKCIPHPGCVHGICNEPWQCLCETNWGGQLCDKDLNYC.... Result: 1 (interaction). (3) The miRNA is hsa-miR-6738-3p with sequence CUUCUGCCUGCAUUCUACUCCCAG. The protein sequence of the target gene is MSDVELVKKMLRAVLQSSKHGVAMARLQGDYRALTGEMIPFRKFGHDTLESFLRSIPGVVRLERSITGEVMCFAGVCEETAHIAQLVARQKNVKKTGCSKLLNFQMRARTSHLFSHNVKPRLSLRQPSNMTHPGRGSVTSFYSTQRKLYSNDLPSSRAPAWQMNRKSPVPEKTSVVPSKINTNIKTPLKKTSGTAAQQKPVNRADVELVQGRIKQLLQKYSSGVWLSKIPQLYKSMFQEELHIIQEVEKWTHICTVEKPGSNNIVDRLVYPVLEPVPKASPVPVKSPCKQSPNTALLKQP.... Result: 0 (no interaction). (4) The miRNA is hsa-miR-521 with sequence AACGCACUUCCCUUUAGAGUGU. The protein sequence of the target gene is MTTSGALFPSLVPGSRGASNKYLVEFRAGKMSLKGTTVTPDKRKGLVYIQQTDDSLIHFCWKDRTSGNVEDDLIIFPDDCEFKRVPQCPSGRVYVLKFKAGSKRLFFWMQEPKTDQDEEHCRKVNEYLNNPPMPGALGASGSSGHELSALGGEGGLQSLLGNMSHSQLMQLIGPAGLGGLGGLGALTGPGLASLLGSSGPPGSSSSSSSRSQSAAVTPSSTTSSTRATPAPSAPAAASATSPSPAPSSGNGASTAASPTQPIQLSDLQSILATMNVPAGPAGGQQVDLASVLTPEIMAPI.... Result: 1 (interaction). (5) The protein sequence of the target gene is MARPVRGGLGAPRRSPCLLLLWLLLLRLEPVTAAAGPRAPCAAACTCAGDSLDCGGRGLAALPGDLPSWTRSLNLSYNKLSEIDPAGFEDLPNLQEVYLNNNELTAVPSLGAASSHVVSLFLQHNKIRSVEGSQLKAYLSLEVLDLSLNNITEVRNTCFPHGPPIKELNLAGNRIGTLELGAFDGLSRSLLTLRLSKNRITQLPVRAFKLPRLTQLDLNRNRIRLIEGLTFQGLNSLEVLKLQRNNISKLTDGAFWGLSKMHVLHLEYNSLVEVNSGSLYGLTALHQLHLSNNSIARIHR.... Result: 1 (interaction). The miRNA is hsa-miR-589-3p with sequence UCAGAACAAAUGCCGGUUCCCAGA. (6) The miRNA is hsa-miR-92a-3p with sequence UAUUGCACUUGUCCCGGCCUGU. The protein sequence of the target gene is MAELIQKKLQGEVEKYQQLQKDLSKSMSGRQKLEAQLTENNIVKEELALLDGSNVVFKLLGPVLVKQELGEARATVGKRLDYITAEIKRYESQLRDLERQSEQQRETLAQLQQEFQRAQAAKAGAPGKA. Result: 1 (interaction). (7) The miRNA is hsa-miR-6721-5p with sequence UGGGCAGGGGCUUAUUGUAGGAG. The protein sequence of the target gene is MLCRLGGRWLRPLPALQLWARDLPLAPVPTSGAKRPTLPVWAVAPVSAVHANGWYEALAASSPVRVAEEVLLGVHAATGLPWWGSILLSTVALRGAVTLPLAAYQHYILAKVENLQPEIKTIARHLNQEVAVRANQLGWSKRDARLTYLKNMRRLISELYVRDNCHPFKATVLVWIQLPMWIFMSFALRNLSTGAAHSEGFSVQEQLATGGILWFPDLTAPDSTWILPISVGVINLLIVEICALQKIGMSRFQTYITYFVRAMSVLMIPIAATVPSSIVLYWLCSSFVGLSQNLLLRSPG.... Result: 1 (interaction). (8) The protein sequence of the target gene is MDKGRERMAAAAAAAAAAAAAAQCRSPRCAAERRGFRRELDSWRHRLMHCVGFESILEGLYGPRLRRDLSLFEDCEPEELTDWSMDEKCSFCNLQREAVSDCIPSLDSSQSTPTEELSSQGQSNTDKIECQAENYLNALFRKKDLPQNCDPNIPLVAQELMKKMIRQFAIEYISKSGKTQENRNGSIGPSIVCKSIQMNQAENSLQEEQEGPLDLTVNRMQEQNTQQGDGVLDLSTKKTSIKSEESSICDPSSENSVAGRLHRNREDYVERSAEFADGLLSKALKDIQSGALDINKAGIL.... Result: 0 (no interaction). The miRNA is hsa-miR-4635 with sequence UCUUGAAGUCAGAACCCGCAA. (9) The miRNA is hsa-miR-6750-5p with sequence CAGGGAACAGCUGGGUGAGCUGCU. The protein sequence of the target gene is MAREKEMQEFTRSFFRGRPDLSTLTHSIVRRRYLAHSGRSHLEPEEKQALKRLVEEELLKMQVDEAASREDKLDLTKKGKRPPTPCSDPERKRFRFNSESESGSEASSPDYFGPPAKNGVAAEVSPAKEENPRRASKAVEESSDEERQRDLPAQRGEESSEEEEKGYKGKTRKKPVVKKQAPGKASVSRKQAREESEESEAEPVQRTAKKVEGNKGTKSLKESEQESEEEILAQKKEQREEEVEEEEKEEDEEKGDWKPRTRSNGRRKSAREERSCKQKSQAKRLLGDSDSEEEQKEAAS.... Result: 1 (interaction).